This data is from Reaction yield outcomes from USPTO patents with 853,638 reactions. The task is: Predict the reaction yield, written as a fraction of the theoretical maximum amount of product (1.0 means a 100% yield; for example, 0.34 means a 34% yield). (1) The reactants are [Cl:1][C:2]1[CH:7]=[CH:6][CH:5]=[CH:4][C:3]=1[SH:8].[CH3:9]I. No catalyst specified. The product is [Cl:1][C:2]1[CH:7]=[CH:6][CH:5]=[CH:4][C:3]=1[S:8][CH3:9]. The yield is 0.890. (2) The product is [CH:26]1([N:25]2[C:24]3[CH:32]=[CH:33][C:34]([C:36]([OH:38])=[O:37])=[CH:35][C:23]=3[N:22]=[C:21]2[C:16]2[CH:17]=[C:18]3[C:13](=[CH:14][CH:15]=2)[N:12]=[C:11]([C:10]2[C:5]([C:86]4[CH:87]=[CH:88][C:89]([Cl:90])=[C:84]([Cl:83])[CH:85]=4)=[CH:6][CH:7]=[C:8]([O:39][CH3:40])[CH:9]=2)[CH:20]=[CH:19]3)[CH2:27][CH2:28][CH2:29][CH2:30][CH2:31]1. The reactants are ClC1C=C(C=CC=1F)[C:5]1[C:10]([C:11]2[CH:20]=[CH:19][C:18]3[C:13](=[CH:14][CH:15]=[C:16]([C:21]4[N:25]([CH:26]5[CH2:31][CH2:30][CH2:29][CH2:28][CH2:27]5)[C:24]5[CH:32]=[CH:33][C:34]([C:36]([OH:38])=[O:37])=[CH:35][C:23]=5[N:22]=4)[CH:17]=3)[N:12]=2)=[CH:9][C:8]([O:39][CH3:40])=[CH:7][CH:6]=1.COC(C1C=CC2N(C3CCCCC3)C(C3C=C4C(=CC=3)N=C(C3C=C(OC)C=CC=3Br)C=C4)=NC=2C=1)=O.[Cl:83][C:84]1[CH:85]=[C:86](B(O)O)[CH:87]=[CH:88][C:89]=1[Cl:90]. The yield is 0.0400. No catalyst specified. (3) The reactants are [CH3:1][O:2][C:3]1[C:4](=[O:10])[NH:5][C:6](=S)[NH:7][CH:8]=1.ClCC(O)=[O:14].Cl. The catalyst is O. The product is [CH3:1][O:2][C:3]1[C:4](=[O:10])[NH:5][C:6](=[O:14])[NH:7][CH:8]=1. The yield is 0.940. (4) The reactants are C([O:3][C:4](=[O:41])[CH2:5][NH:6][CH2:7][CH2:8][CH2:9][O:10][C:11]1[CH:16]=[CH:15][C:14]([C:17]([N:19]2[C:28]3[C:23](=[CH:24][CH:25]=[CH:26][CH:27]=3)[C@H:22]([N:29]([C:37](=[O:39])[CH3:38])[C:30]3[CH:35]=[CH:34][C:33]([Cl:36])=[CH:32][CH:31]=3)[CH2:21][C@@H:20]2[CH3:40])=[O:18])=[CH:13][CH:12]=1)C.C(O)C.[OH-].[Na+]. The catalyst is O1CCCC1. The product is [C:37]([N:29]([C:30]1[CH:31]=[CH:32][C:33]([Cl:36])=[CH:34][CH:35]=1)[C@H:22]1[C:23]2[C:28](=[CH:27][CH:26]=[CH:25][CH:24]=2)[N:19]([C:17]([C:14]2[CH:15]=[CH:16][C:11]([O:10][CH2:9][CH2:8][CH2:7][NH:6][CH2:5][C:4]([OH:41])=[O:3])=[CH:12][CH:13]=2)=[O:18])[C@@H:20]([CH3:40])[CH2:21]1)(=[O:39])[CH3:38]. The yield is 0.750. (5) The reactants are Cl[C:2]1[C:3]2[CH:10]=[CH:9][NH:8][C:4]=2[N:5]=[C-:6][N:7]=1.[CH3:11][NH:12][CH:13]1[CH2:22][C@@H:16]2[CH2:17][NH:18][C:19](=[O:21])[CH2:20][C@@H:15]2[CH2:14]1.C(=O)([O-])[O-].[K+].[K+]. The catalyst is O. The product is [CH3:11][N:12]([C:2]1[C:3]2[CH:10]=[CH:9][NH:8][C:4]=2[N:5]=[CH:6][N:7]=1)[C@H:13]1[CH2:22][C@H:16]2[CH2:17][NH:18][C:19](=[O:21])[CH2:20][C@H:15]2[CH2:14]1.[CH3:11][N:12]([C:2]1[C:3]2[CH:10]=[CH:9][NH:8][C:4]=2[N:5]=[CH:6][N:7]=1)[C@@H:13]1[CH2:22][C@H:16]2[CH2:17][NH:18][C:19](=[O:21])[CH2:20][C@H:15]2[CH2:14]1. The yield is 0.00900. (6) The reactants are C([O:3][CH2:4][CH2:5][O:6][NH:7][C:8]([C:10]1[N:11]=[CH:12][C:13]2[N:14]([CH:25]=[N:26][CH:27]=2)[C:15]=1[NH:16][C:17]1[CH:22]=[CH:21][C:20]([I:23])=[CH:19][C:18]=1[F:24])=[O:9])=C.Cl.O1CCOCC1. The catalyst is CO.ClCCl. The product is [OH:3][CH2:4][CH2:5][O:6][NH:7][C:8]([C:10]1[N:11]=[CH:12][C:13]2[N:14]([CH:25]=[N:26][CH:27]=2)[C:15]=1[NH:16][C:17]1[CH:22]=[CH:21][C:20]([I:23])=[CH:19][C:18]=1[F:24])=[O:9]. The yield is 0.510. (7) The reactants are [CH2:1]([O:8][C:9]1[CH:10]=[C:11]([NH:19][C:20]([O:22][C:23]([CH3:26])([CH3:25])[CH3:24])=[O:21])[CH:12]=[C:13]2[C:18]=1[N:17]=[CH:16][CH:15]=[CH:14]2)[C:2]1[CH:7]=[CH:6][CH:5]=[CH:4][CH:3]=1.C1C(=O)N([I:34])C(=O)C1. The catalyst is C1C(=O)N(I)C(=O)C1.CC#N. The product is [CH2:1]([O:8][C:9]1[CH:10]=[C:11]([NH:19][C:20]([O:22][C:23]([CH3:26])([CH3:25])[CH3:24])=[O:21])[C:12]([I:34])=[C:13]2[C:18]=1[N:17]=[CH:16][CH:15]=[CH:14]2)[C:2]1[CH:7]=[CH:6][CH:5]=[CH:4][CH:3]=1. The yield is 0.930. (8) The reactants are N(C(OCC)=O)=NC(OCC)=O.[CH2:13]([N:15]1[C:21]2[N:22]=[CH:23][C:24]([CH2:26][CH2:27][OH:28])=[CH:25][C:20]=2[C:19](=[O:29])[N:18]([CH3:30])[C:17]2[CH:31]=[CH:32][C:33]([C:35]([F:38])([F:37])[F:36])=[N:34][C:16]1=2)[CH3:14].O[C:40]1[C:49]2[C:44](=[CH:45][CH:46]=[CH:47][CH:48]=2)[N:43]=[CH:42][CH:41]=1.C1C=CC(P(C2C=CC=CC=2)C2C=CC=CC=2)=CC=1. The catalyst is C1COCC1. The product is [CH2:13]([N:15]1[C:21]2[N:22]=[CH:23][C:24]([CH2:26][CH2:27][O:28][C:40]3[C:49]4[C:44](=[CH:45][CH:46]=[CH:47][CH:48]=4)[N:43]=[CH:42][CH:41]=3)=[CH:25][C:20]=2[C:19](=[O:29])[N:18]([CH3:30])[C:17]2[CH:31]=[CH:32][C:33]([C:35]([F:37])([F:36])[F:38])=[N:34][C:16]1=2)[CH3:14]. The yield is 0.310.